This data is from Catalyst prediction with 721,799 reactions and 888 catalyst types from USPTO. The task is: Predict which catalyst facilitates the given reaction. (1) Product: [Cl:21][C:18]1[CH:19]=[CH:20][C:15]([C@@:12]2([C:13]#[N:14])[C@H:11]([CH2:23][C:24]([CH3:25])([CH3:27])[CH3:26])[NH:10][C@@H:9]([C:28]([NH:30][C:31]3[CH:40]=[CH:39][C:34]([C:35]([OH:37])=[O:36])=[C:33]([O:41][CH2:42][CH3:43])[CH:32]=3)=[O:29])[C@@H:8]2[C:4]2[CH:5]=[CH:6][CH:7]=[C:2]([Cl:1])[C:3]=2[F:44])=[C:16]([F:22])[CH:17]=1. Reactant: [Cl:1][C:2]1[C:3]([F:44])=[C:4]([C@@H:8]2[C@:12]([C:15]3[CH:20]=[CH:19][C:18]([Cl:21])=[CH:17][C:16]=3[F:22])([C:13]#[N:14])[C@H:11]([CH2:23][C:24]([CH3:27])([CH3:26])[CH3:25])[NH:10][C@H:9]2[C:28]([NH:30][C:31]2[CH:40]=[CH:39][C:34]([C:35]([O:37]C)=[O:36])=[C:33]([O:41][CH2:42][CH3:43])[CH:32]=2)=[O:29])[CH:5]=[CH:6][CH:7]=1.O.[OH-].[Li+]. The catalyst class is: 20. (2) Reactant: [Cl:1][C:2]1[N:7]=[C:6]([C:8]2[C:9]([C:13]3[CH:18]=[C:17]([CH3:19])[CH:16]=[C:15]([O:20][CH3:21])[CH:14]=3)=[N:10][NH:11][CH:12]=2)[CH:5]=[C:4]([NH:22][CH2:23][C@@H:24]([OH:26])[CH3:25])[N:3]=1.C(=O)([O-])[O-].[K+].[K+].I[CH2:34][C:35]#[N:36]. Product: [Cl:1][C:2]1[N:7]=[C:6]([C:8]2[C:9]([C:13]3[CH:18]=[C:17]([CH3:19])[CH:16]=[C:15]([O:20][CH3:21])[CH:14]=3)=[N:10][N:11]([CH2:34][C:35]#[N:36])[CH:12]=2)[CH:5]=[C:4]([NH:22][CH2:23][C@@H:24]([OH:26])[CH3:25])[N:3]=1. The catalyst class is: 21. (3) The catalyst class is: 4. Product: [CH3:1][O:2][C:3]([C@@H:5]1[CH2:9][C@H:8]([O:10][S:28]([CH3:27])(=[O:30])=[O:29])[CH2:7][N:6]1[C:11]([O:13][C:14]([CH3:17])([CH3:16])[CH3:15])=[O:12])=[O:4]. Reactant: [CH3:1][O:2][C:3]([C@@H:5]1[CH2:9][C@H:8]([OH:10])[CH2:7][N:6]1[C:11]([O:13][C:14]([CH3:17])([CH3:16])[CH3:15])=[O:12])=[O:4].C(N(C(C)C)CC)(C)C.[CH3:27][S:28](Cl)(=[O:30])=[O:29]. (4) The catalyst class is: 114. Reactant: [O:1]1[CH2:6][CH2:5][N:4]([C:7]2[CH:13]=[CH:12][C:10]([NH2:11])=[CH:9][CH:8]=2)[CH2:3][CH2:2]1.[Br:14][C:15]1[C:16]([CH3:26])=[CH:17][CH:18]=[C:19]2[C:24]=1[N:23]=[C:22](Cl)[N:21]=[CH:20]2.C(O)(C(F)(F)F)=O. Product: [Br:14][C:15]1[C:16]([CH3:26])=[CH:17][CH:18]=[C:19]2[C:24]=1[N:23]=[C:22]([NH:11][C:10]1[CH:12]=[CH:13][C:7]([N:4]3[CH2:3][CH2:2][O:1][CH2:6][CH2:5]3)=[CH:8][CH:9]=1)[N:21]=[CH:20]2. (5) The catalyst class is: 528. Product: [F:1][C:2]1[CH:3]=[C:4]([O:9][CH3:10])[CH:5]=[C:6]([F:8])[C:7]=1[CH:11]=[O:12]. Reactant: [F:1][C:2]1[CH:3]=[C:4]([O:9][CH3:10])[CH:5]=[C:6]([F:8])[CH:7]=1.[CH3:11][O:12]C(Cl)Cl.FC1C=C(F)C=C(OC)C=1C=O. (6) Reactant: [OH:1][CH2:2][C:3]1[CH:10]=[CH:9][C:6]([C:7]#[N:8])=[CH:5][CH:4]=1.[NH2:11][OH:12]. Product: [OH:12][N:11]=[C:7]([C:6]1[CH:9]=[CH:10][C:3]([CH2:2][OH:1])=[CH:4][CH:5]=1)[NH2:8]. The catalyst class is: 14. (7) Reactant: O=[CH:2][CH2:3][NH:4][C:5](=[O:11])[O:6][C:7]([CH3:10])([CH3:9])[CH3:8].[NH2:12][CH2:13][CH2:14][CH2:15][CH2:16][NH:17][S:18]([C:21]1[CH:26]=[CH:25][C:24]([Cl:27])=[CH:23][C:22]=1[Cl:28])(=[O:20])=[O:19].[BH3-]C#N.[Na+].CC(O)=O.[OH-].[Na+]. Product: [Cl:28][C:22]1[CH:23]=[C:24]([Cl:27])[CH:25]=[CH:26][C:21]=1[S:18]([NH:17][CH2:16][CH2:15][CH2:14][CH2:13][NH:12][CH2:2][CH2:3][NH:4][C:5](=[O:11])[O:6][C:7]([CH3:10])([CH3:9])[CH3:8])(=[O:19])=[O:20]. The catalyst class is: 5. (8) Reactant: [CH3:1][C:2]1[CH:3]=[C:4]([C:8]2[N:9]=[C:10]3[CH:15]=[CH:14][CH:13]=[N:12][N:11]3[C:16]=2[C:17]2[CH:22]=[CH:21][N:20]=[C:19]([NH2:23])[CH:18]=2)[CH:5]=[CH:6][CH:7]=1.[C:24]1([N:30]=[C:31]=[O:32])[CH:29]=[CH:28][CH:27]=[CH:26][CH:25]=1.C(=O)([O-])O.[Na+]. Product: [CH3:1][C:2]1[CH:3]=[C:4]([C:8]2[N:9]=[C:10]3[CH:15]=[CH:14][CH:13]=[N:12][N:11]3[C:16]=2[C:17]2[CH:22]=[CH:21][N:20]=[C:19]([NH:23][C:31]([NH:30][C:24]3[CH:29]=[CH:28][CH:27]=[CH:26][CH:25]=3)=[O:32])[CH:18]=2)[CH:5]=[CH:6][CH:7]=1. The catalyst class is: 4. (9) Reactant: [CH2:1]([N:9]1[CH:14]2[CH2:15][CH2:16][CH:10]1[CH2:11][CH:12]([N:17]1[C:30]3[CH:29]=[CH:28][C:27]([C:31]#[N:32])=[CH:26][C:25]=3[S:24][C:23]3[C:18]1=[CH:19][CH:20]=[CH:21][CH:22]=3)[CH2:13]2)[CH2:2][C:3]1[CH:8]=[CH:7][CH:6]=[CH:5][CH:4]=1.C[Si]([N:37]=[N+:38]=[N-:39])(C)C.C([Sn](=O)CCCC)CCC. Product: [CH2:1]([N:9]1[CH:14]2[CH2:15][CH2:16][CH:10]1[CH2:11][CH:12]([N:17]1[C:30]3[CH:29]=[CH:28][C:27]([C:31]4[NH:39][N:38]=[N:37][N:32]=4)=[CH:26][C:25]=3[S:24][C:23]3[C:18]1=[CH:19][CH:20]=[CH:21][CH:22]=3)[CH2:13]2)[CH2:2][C:3]1[CH:8]=[CH:7][CH:6]=[CH:5][CH:4]=1. The catalyst class is: 216.